Predict which catalyst facilitates the given reaction. From a dataset of Catalyst prediction with 721,799 reactions and 888 catalyst types from USPTO. (1) Reactant: [CH3:1][C:2]1[CH:17]=[N:16][C:5]2[NH:6][C:7]3[CH2:15][CH:14]4[N:10]([CH2:11][CH2:12][CH2:13]4)[CH2:9][C:8]=3[C:4]=2[CH:3]=1.[OH-].[K+].[F:20][C:21]([F:31])([F:30])[C:22]1[CH:27]=[CH:26][C:25]([CH:28]=[CH2:29])=[CH:24][N:23]=1. Product: [CH3:1][C:2]1[CH:17]=[N:16][C:5]2[N:6]([CH2:29][CH2:28][C:25]3[CH:24]=[N:23][C:22]([C:21]([F:31])([F:20])[F:30])=[CH:27][CH:26]=3)[C:7]3[CH2:15][CH:14]4[N:10]([CH2:11][CH2:12][CH2:13]4)[CH2:9][C:8]=3[C:4]=2[CH:3]=1. The catalyst class is: 179. (2) Reactant: [Cl:1][C:2]1[CH:7]=[CH:6][C:5]([CH:8]([C:15]2[CH:20]=[CH:19][CH:18]=[CH:17][CH:16]=2)[N:9]2[CH2:14][CH2:13][NH:12][CH2:11][CH2:10]2)=[CH:4][CH:3]=1.[O:21]=[C:22]1[C:26]([C:33]2[CH:38]=[CH:37][CH:36]=[CH:35][CH:34]=2)([C:27]2[CH:32]=[CH:31][CH:30]=[CH:29][CH:28]=2)[CH2:25][CH2:24][N:23]1[CH2:39][C:40](O)=[O:41].Cl.C(N=C=NCCCN(C)C)C. Product: [Cl:1][C:2]1[CH:3]=[CH:4][C:5]([CH:8]([C:15]2[CH:16]=[CH:17][CH:18]=[CH:19][CH:20]=2)[N:9]2[CH2:10][CH2:11][N:12]([C:40](=[O:41])[CH2:39][N:23]3[CH2:24][CH2:25][C:26]([C:27]4[CH:32]=[CH:31][CH:30]=[CH:29][CH:28]=4)([C:33]4[CH:38]=[CH:37][CH:36]=[CH:35][CH:34]=4)[C:22]3=[O:21])[CH2:13][CH2:14]2)=[CH:6][CH:7]=1. The catalyst class is: 112.